From a dataset of Catalyst prediction with 721,799 reactions and 888 catalyst types from USPTO. Predict which catalyst facilitates the given reaction. (1) Reactant: [C:1]([O:5][C:6]([NH:8][C@@H:9]([C:14]([OH:16])=O)[CH2:10][CH:11]([CH3:13])[CH3:12])=[O:7])([CH3:4])([CH3:3])[CH3:2].CN(C(ON1N=NC2C=CC=CC1=2)=[N+](C)C)C.F[P-](F)(F)(F)(F)F.Cl.[CH3:42][O:43][C:44]1[CH:45]=[C:46]([C:52]2[C@@H:61]3[C@@H:56]([CH2:57][CH2:58][CH2:59][CH2:60]3)[C:55](=[O:62])[N:54]([CH:63]3[CH2:68][CH2:67][NH:66][CH2:65][CH2:64]3)[N:53]=2)[CH:47]=[CH:48][C:49]=1[O:50][CH3:51].CCN(C(C)C)C(C)C.C(=O)(O)[O-].[Na+]. Product: [CH3:42][O:43][C:44]1[CH:45]=[C:46]([C:52]2[C@@H:61]3[C@@H:56]([CH2:57][CH2:58][CH2:59][CH2:60]3)[C:55](=[O:62])[N:54]([CH:63]3[CH2:64][CH2:65][N:66]([C:14](=[O:16])[C@H:9]([NH:8][C:6](=[O:7])[O:5][C:1]([CH3:2])([CH3:3])[CH3:4])[CH2:10][CH:11]([CH3:12])[CH3:13])[CH2:67][CH2:68]3)[N:53]=2)[CH:47]=[CH:48][C:49]=1[O:50][CH3:51]. The catalyst class is: 2. (2) Reactant: [Cl:1][C:2]1[CH:7]=[CH:6][C:5]([C@H:8]([NH:16][CH:17]([CH3:35])[CH2:18][C:19](N2[C@@H]3C[C@@H]4C(C)(C)[C@]3(CC4)CS2(=O)=O)=[O:20])[CH2:9][CH:10]2[CH2:15][CH2:14][O:13][CH2:12][CH2:11]2)=[C:4]([F:36])[C:3]=1[O:37][C:38]1[CH:43]=[CH:42][CH:41]=[CH:40][CH:39]=1.[OH-:44].[Li+]. Product: [Cl:1][C:2]1[CH:7]=[CH:6][C:5]([C@H:8]([NH:16][CH:17]([CH3:35])[CH2:18][C:19]([OH:20])=[O:44])[CH2:9][CH:10]2[CH2:11][CH2:12][O:13][CH2:14][CH2:15]2)=[C:4]([F:36])[C:3]=1[O:37][C:38]1[CH:43]=[CH:42][CH:41]=[CH:40][CH:39]=1. The catalyst class is: 1. (3) Reactant: [Cl:1][C:2]1[CH:3]=[C:4]([CH:19]=[CH:20][C:21]=1[C:22]([OH:24])=O)[C:5]([NH:7][CH2:8][C:9]1[NH:13][C:12]2[CH:14]=[CH:15][C:16]([Cl:18])=[CH:17][C:11]=2[N:10]=1)=[O:6].[CH2:25]([NH:27][CH2:28][CH3:29])[CH3:26].CN(C(ON1N=NC2C=CC=CC1=2)=[N+](C)C)C.[B-](F)(F)(F)F.C(N(CC)CC)C. Product: [Cl:1][C:2]1[CH:3]=[C:4]([CH:19]=[CH:20][C:21]=1[C:22]([N:27]([CH2:28][CH3:29])[CH2:25][CH3:26])=[O:24])[C:5]([NH:7][CH2:8][C:9]1[NH:13][C:12]2[CH:14]=[CH:15][C:16]([Cl:18])=[CH:17][C:11]=2[N:10]=1)=[O:6]. The catalyst class is: 16.